Dataset: Forward reaction prediction with 1.9M reactions from USPTO patents (1976-2016). Task: Predict the product of the given reaction. (1) Given the reactants [Si:1]([O:18][CH2:19][C@H:20]1[C:24](=[O:25])[CH:23]=[CH:22][CH2:21]1)([C:14]([CH3:17])([CH3:16])[CH3:15])([C:8]1[CH:13]=[CH:12][CH:11]=[CH:10][CH:9]=1)[C:2]1[CH:7]=[CH:6][CH:5]=[CH:4][CH:3]=1.[CH3:26][Li], predict the reaction product. The product is: [Si:1]([O:18][CH2:19][C@H:20]1[C@@:24]([CH3:26])([OH:25])[CH:23]=[CH:22][CH2:21]1)([C:14]([CH3:17])([CH3:15])[CH3:16])([C:8]1[CH:13]=[CH:12][CH:11]=[CH:10][CH:9]=1)[C:2]1[CH:3]=[CH:4][CH:5]=[CH:6][CH:7]=1. (2) Given the reactants [F:1][C:2]1[CH:7]=[C:6]([N:8]2[CH:13]=[CH:12][CH:11]=[CH:10][C:9]2=[O:14])[CH:5]=[CH:4][C:3]=1[NH:15][C:16]([CH:18]1[CH2:22][C@H:21]([NH:23][C:24]([C:26]2[S:27][C:28]([Cl:31])=[CH:29][CH:30]=2)=[O:25])[CH:20]([NH:32][CH3:33])[CH2:19]1)=[O:17].C(N(C(C)C)C(C)C)C.[S:43](Cl)([CH3:46])(=[O:45])=[O:44], predict the reaction product. The product is: [F:1][C:2]1[CH:7]=[C:6]([N:8]2[CH:13]=[CH:12][CH:11]=[CH:10][C:9]2=[O:14])[CH:5]=[CH:4][C:3]=1[NH:15][C:16]([CH:18]1[CH2:22][C@H:21]([NH:23][C:24]([C:26]2[S:27][C:28]([Cl:31])=[CH:29][CH:30]=2)=[O:25])[CH:20]([N:32]([S:43]([CH3:46])(=[O:45])=[O:44])[CH3:33])[CH2:19]1)=[O:17]. (3) Given the reactants [C:1]([O:6][CH3:7])(=[O:5])[CH:2]([CH3:4])[CH3:3].[Li]CCCC.CN(CCN(C)C)C.I[CH2:22][CH2:23][C:24]1[CH:29]=[CH:28][CH:27]=[CH:26][CH:25]=1, predict the reaction product. The product is: [CH3:7][O:6][C:1](=[O:5])[C:2]([CH3:4])([CH3:3])[CH2:22][CH2:23][C:24]1[CH:29]=[CH:28][CH:27]=[CH:26][CH:25]=1. (4) Given the reactants [Br:1][C:2]1[C:3]([NH2:9])=[N:4][CH:5]=[N:6][C:7]=1Cl.[F:10][C:11]1[CH:16]=[CH:15][C:14]([C:17]2[N:18]=[C:19]([CH:23]3[CH2:28][CH2:27][NH:26][CH2:25][CH2:24]3)[N:20]([CH3:22])[CH:21]=2)=[CH:13][C:12]=1[C:29]([F:32])([F:31])[F:30].C(=O)([O-])[O-].[K+].[K+].O, predict the reaction product. The product is: [Br:1][C:2]1[C:3]([NH2:9])=[N:4][CH:5]=[N:6][C:7]=1[N:26]1[CH2:27][CH2:28][CH:23]([C:19]2[N:20]([CH3:22])[CH:21]=[C:17]([C:14]3[CH:15]=[CH:16][C:11]([F:10])=[C:12]([C:29]([F:32])([F:30])[F:31])[CH:13]=3)[N:18]=2)[CH2:24][CH2:25]1. (5) Given the reactants Cl[C:2]1[CH:7]=[C:6]([C:8]2[O:9][CH:10]=[CH:11][N:12]=2)[N:5]=[C:4]2[CH2:13][CH2:14][CH2:15][C:3]=12.[NH2:16][C:17]1[CH:22]=[CH:21][C:20]([CH2:23][CH2:24][OH:25])=[CH:19][CH:18]=1, predict the reaction product. The product is: [O:9]1[CH:10]=[CH:11][N:12]=[C:8]1[C:6]1[N:5]=[C:4]2[CH2:13][CH2:14][CH2:15][C:3]2=[C:2]([NH:16][C:17]2[CH:22]=[CH:21][C:20]([CH2:23][CH2:24][OH:25])=[CH:19][CH:18]=2)[CH:7]=1. (6) Given the reactants [Br:1][C:2]1[CH:11]=[CH:10][CH:9]=[C:8]2[C:3]=1[CH:4]=[CH:5][N+:6]([O-])=[CH:7]2.C[CH2:14][N:15](CC)CC.[Si](C#N)(C)(C)C, predict the reaction product. The product is: [Br:1][C:2]1[CH:11]=[CH:10][CH:9]=[C:8]2[C:3]=1[CH:4]=[CH:5][N:6]=[C:7]2[C:14]#[N:15]. (7) Given the reactants Br[C:2]1[CH:7]=[CH:6][CH:5]=[C:4]([O:8][CH2:9][CH3:10])[N:3]=1.[OH:11][CH2:12][C:13]1[CH:18]=[CH:17][C:16](B(O)O)=[CH:15][CH:14]=1.C(=O)([O-])[O-].[Na+].[Na+], predict the reaction product. The product is: [CH2:9]([O:8][C:4]1[N:3]=[C:2]([C:16]2[CH:17]=[CH:18][C:13]([CH2:12][OH:11])=[CH:14][CH:15]=2)[CH:7]=[CH:6][CH:5]=1)[CH3:10]. (8) Given the reactants [Si:1]([O:8][C@@H:9]1[C@@H:14]([N:15]2[C:24](=[O:25])[C:23]3[C:18](=[C:19]4[CH:38]=[CH:37][CH:36]=[CH:35][C:20]4=[C:21]([CH2:26][C:27]4[CH:28]=[N:29][C:30]([CH2:33]O)=[CH:31][CH:32]=4)[CH:22]=3)[N:17]=[CH:16]2)[CH2:13][CH2:12][O:11][CH2:10]1)([C:4]([CH3:7])([CH3:6])[CH3:5])([CH3:3])[CH3:2].COCCN(S(F)(F)[F:49])CCOC, predict the reaction product. The product is: [Si:1]([O:8][C@@H:9]1[C@@H:14]([N:15]2[C:24](=[O:25])[C:23]3[C:18](=[C:19]4[CH:38]=[CH:37][CH:36]=[CH:35][C:20]4=[C:21]([CH2:26][C:27]4[CH:28]=[N:29][C:30]([CH2:33][F:49])=[CH:31][CH:32]=4)[CH:22]=3)[N:17]=[CH:16]2)[CH2:13][CH2:12][O:11][CH2:10]1)([C:4]([CH3:7])([CH3:6])[CH3:5])([CH3:3])[CH3:2]. (9) Given the reactants [F:1][C:2]1[CH:7]=[CH:6][C:5]([OH:8])=[CH:4][CH:3]=1.Cl[CH2:10][C:11]#[N:12].C(=O)([O-])[O-].[K+].[K+], predict the reaction product. The product is: [F:1][C:2]1[CH:7]=[CH:6][C:5]([O:8][CH2:10][C:11]#[N:12])=[CH:4][CH:3]=1.